Dataset: Reaction yield outcomes from USPTO patents with 853,638 reactions. Task: Predict the reaction yield, written as a fraction of the theoretical maximum amount of product (1.0 means a 100% yield; for example, 0.34 means a 34% yield). (1) The catalyst is CN(C=O)C.CCOC(C)=O.C1C=CC([P]([Pd]([P](C2C=CC=CC=2)(C2C=CC=CC=2)C2C=CC=CC=2)([P](C2C=CC=CC=2)(C2C=CC=CC=2)C2C=CC=CC=2)[P](C2C=CC=CC=2)(C2C=CC=CC=2)C2C=CC=CC=2)(C2C=CC=CC=2)C2C=CC=CC=2)=CC=1. The reactants are Br[C:2]1[CH:26]=[CH:25][C:5]2[N:6]([C:21]([CH3:24])([CH3:23])[CH3:22])[C:7]([C:9]3[CH:14]=[CH:13][CH:12]=[CH:11][C:10]=3[C:15]3[N:19]=[CH:18][N:17]([CH3:20])[N:16]=3)=[N:8][C:4]=2[CH:3]=1.[NH2:27][C:28]1[N:33]=[CH:32][C:31](B2OC(C)(C)C(C)(C)O2)=[CH:30][N:29]=1.C([O-])([O-])=O.[Na+].[Na+]. The product is [C:21]([N:6]1[C:5]2[CH:25]=[CH:26][C:2]([C:31]3[CH:30]=[N:29][C:28]([NH2:27])=[N:33][CH:32]=3)=[CH:3][C:4]=2[N:8]=[C:7]1[C:9]1[CH:14]=[CH:13][CH:12]=[CH:11][C:10]=1[C:15]1[N:19]=[CH:18][N:17]([CH3:20])[N:16]=1)([CH3:23])([CH3:22])[CH3:24]. The yield is 0.820. (2) The reactants are [C:1]([O:4][CH2:5][CH2:6][C:7]1[CH:12]=[CH:11][C:10]([N:13]2[C:17]3[CH:18]=[C:19]([Cl:26])[C:20]([C:22]([F:25])([F:24])[F:23])=[CH:21][C:16]=3[N:15]=[C:14]2[C:27]([NH2:30])([CH3:29])[CH3:28])=[CH:9][CH:8]=1)(=[O:3])[CH3:2].[C:31](Cl)(=[O:33])[CH3:32].O. The catalyst is ClCCl. The product is [C:1]([O:4][CH2:5][CH2:6][C:7]1[CH:8]=[CH:9][C:10]([N:13]2[C:17]3[CH:18]=[C:19]([Cl:26])[C:20]([C:22]([F:24])([F:25])[F:23])=[CH:21][C:16]=3[N:15]=[C:14]2[C:27]([NH:30][C:31](=[O:33])[CH3:32])([CH3:29])[CH3:28])=[CH:11][CH:12]=1)(=[O:3])[CH3:2]. The yield is 0.570. (3) The yield is 0.850. The reactants are [F:1][C:2]1([F:17])[CH2:7][CH2:6][N:5]([C:8]2[CH:13]=[CH:12][C:11]([N+:14]([O-])=O)=[CH:10][N:9]=2)[CH2:4][CH2:3]1.C1COCC1.CN(C=O)C. The catalyst is [Ni].O. The product is [F:17][C:2]1([F:1])[CH2:7][CH2:6][N:5]([C:8]2[N:9]=[CH:10][C:11]([NH2:14])=[CH:12][CH:13]=2)[CH2:4][CH2:3]1. (4) The catalyst is CN(C)C=O.O. The product is [CH2:16]([O:8][C:7]1[C:2]([Br:1])=[N:3][CH:4]=[C:5]([Br:9])[CH:6]=1)[C:17]1[CH:22]=[CH:21][CH:20]=[CH:19][CH:18]=1. The yield is 0.780. The reactants are [Br:1][C:2]1[C:7]([OH:8])=[CH:6][C:5]([Br:9])=[CH:4][N:3]=1.C(=O)([O-])[O-].[K+].[K+].[CH2:16](Br)[C:17]1[CH:22]=[CH:21][CH:20]=[CH:19][CH:18]=1. (5) The reactants are [Cl:1][C:2]1[C:3]([O:12][C:13]2[CH:18]=[C:17]([O:19][CH2:20][CH2:21][O:22][CH3:23])[CH:16]=[CH:15][C:14]=2[CH2:24][OH:25])=[N:4][CH:5]=[C:6]([C:8]([F:11])([F:10])[F:9])[CH:7]=1.Cl[S:27]([N:30]=[C:31]=[O:32])(=[O:29])=[O:28].[NH:33]1[CH2:38][CH2:37][O:36][CH2:35][CH2:34]1.Cl. The catalyst is C1(C)C=CC=CC=1.C(OCC)(=O)C.N1C=CC=CC=1. The product is [N:33]1([S:27]([NH:30][C:31](=[O:32])[O:25][CH2:24][C:14]2[CH:15]=[CH:16][C:17]([O:19][CH2:20][CH2:21][O:22][CH3:23])=[CH:18][C:13]=2[O:12][C:3]2[C:2]([Cl:1])=[CH:7][C:6]([C:8]([F:9])([F:11])[F:10])=[CH:5][N:4]=2)(=[O:29])=[O:28])[CH2:38][CH2:37][O:36][CH2:35][CH2:34]1. The yield is 0.0800. (6) The reactants are [NH2:1][C:2]1[CH:3]=[N:4][CH:5]=[CH:6][CH:7]=1.N1C=CC=CC=1.Cl[C:15]([O:17][C:18]1[CH:23]=[CH:22][CH:21]=[CH:20][CH:19]=1)=[O:16]. The catalyst is C1COCC1. The product is [N:4]1[CH:5]=[CH:6][CH:7]=[C:2]([NH:1][C:15](=[O:16])[O:17][C:18]2[CH:23]=[CH:22][CH:21]=[CH:20][CH:19]=2)[CH:3]=1. The yield is 0.880. (7) The reactants are [NH2:1][CH:2]([OH:23])[C@H:3]([CH3:22])[CH2:4][CH2:5][C:6]1[S:7][C:8]([C:11]#[C:12][CH2:13][CH2:14][CH2:15][C:16]2[CH:21]=[CH:20][CH:19]=[CH:18][CH:17]=2)=[CH:9][CH:10]=1.[C:24]([OH:29])(=[O:28])[C:25]([OH:27])=[O:26]. The catalyst is CO. The product is [C:24]([OH:29])(=[O:28])[C:25]([OH:27])=[O:26].[NH2:1][CH:2]([OH:23])[C@H:3]([CH3:22])[CH2:4][CH2:5][C:6]1[S:7][C:8]([C:11]#[C:12][CH2:13][CH2:14][CH2:15][C:16]2[CH:17]=[CH:18][CH:19]=[CH:20][CH:21]=2)=[CH:9][CH:10]=1. The yield is 0.860.